This data is from Forward reaction prediction with 1.9M reactions from USPTO patents (1976-2016). The task is: Predict the product of the given reaction. (1) Given the reactants [CH2:1]([O:3][C:4]([C:6]1[O:7][C:8]2[CH:15]=[CH:14][CH:13]=[C:12]([CH:16]=[CH2:17])[C:9]=2[C:10]=1[CH3:11])=[O:5])[CH3:2].[H][H], predict the reaction product. The product is: [CH2:1]([O:3][C:4]([C:6]1[O:7][C:8]2[CH:15]=[CH:14][CH:13]=[C:12]([CH2:16][CH3:17])[C:9]=2[C:10]=1[CH3:11])=[O:5])[CH3:2]. (2) Given the reactants [CH2:1]([O:3][C:4](=[O:38])[CH2:5][CH2:6][CH2:7][O:8][C:9]1[CH:14]=[CH:13][CH:12]=[C:11]([CH2:15][CH2:16][CH2:17][CH2:18][CH2:19][CH2:20][O:21][C:22]2[CH:27]=[C:26]([CH2:28][OH:29])[CH:25]=[C:24](Br)[CH:23]=2)[C:10]=1[CH2:31][CH2:32][C:33]([O:35][CH2:36][CH3:37])=[O:34])[CH3:2].[CH3:39][S:40]([C:43]1[CH:48]=[CH:47][C:46](B(O)O)=[CH:45][CH:44]=1)(=[O:42])=[O:41].C(=O)([O-])[O-].[Cs+].[Cs+].C(COC)OC, predict the reaction product. The product is: [CH2:1]([O:3][C:4](=[O:38])[CH2:5][CH2:6][CH2:7][O:8][C:9]1[CH:14]=[CH:13][CH:12]=[C:11]([CH2:15][CH2:16][CH2:17][CH2:18][CH2:19][CH2:20][O:21][C:22]2[CH:23]=[C:24]([C:46]3[CH:47]=[CH:48][C:43]([S:40]([CH3:39])(=[O:42])=[O:41])=[CH:44][CH:45]=3)[CH:25]=[C:26]([CH2:28][OH:29])[CH:27]=2)[C:10]=1[CH2:31][CH2:32][C:33]([O:35][CH2:36][CH3:37])=[O:34])[CH3:2]. (3) Given the reactants Cl[CH2:2][C:3]1[O:7][C:6]([C:8]2[CH:13]=[CH:12][C:11]([C:14]3[C:19]([CH3:20])=[CH:18][CH:17]=[C:16]([C:21]([NH:23][CH:24]4[CH2:26][CH2:25]4)=[O:22])[CH:15]=3)=[CH:10][CH:9]=2)=[N:5][N:4]=1.[I-].[K+].CN(C=O)C.[NH:34]1[CH2:39][CH2:38][S:37][CH2:36][CH2:35]1, predict the reaction product. The product is: [CH:24]1([NH:23][C:21]([C:16]2[CH:15]=[C:14]([C:11]3[CH:12]=[CH:13][C:8]([C:6]4[O:7][C:3]([CH2:2][N:34]5[CH2:39][CH2:38][S:37][CH2:36][CH2:35]5)=[N:4][N:5]=4)=[CH:9][CH:10]=3)[C:19]([CH3:20])=[CH:18][CH:17]=2)=[O:22])[CH2:26][CH2:25]1. (4) Given the reactants [CH2:1]([O:3][C:4]([CH:6]1[CH2:11][CH2:10][NH:9][CH2:8][CH2:7]1)=[O:5])[CH3:2].[N:12]1([S:18](Cl)(=[O:20])=[O:19])[CH2:17][CH2:16][O:15][CH2:14][CH2:13]1, predict the reaction product. The product is: [CH2:1]([O:3][C:4]([CH:6]1[CH2:11][CH2:10][N:9]([S:18]([N:12]2[CH2:17][CH2:16][O:15][CH2:14][CH2:13]2)(=[O:20])=[O:19])[CH2:8][CH2:7]1)=[O:5])[CH3:2]. (5) Given the reactants [CH:1]1([NH:6][C:7]2[C:12](/[CH:13]=[CH:14]/[S:15]([C:18]3[CH:23]=[CH:22][C:21]([O:24][CH3:25])=[CH:20][CH:19]=3)(=[O:17])=[O:16])=[CH:11][N:10]=[C:9](S(C)=O)[N:8]=2)[CH2:5][CH2:4][CH2:3][CH2:2]1.[CH3:29][N:30]1[CH2:35][CH2:34][N:33]([C:36]2[CH:42]=[CH:41][C:39]([NH2:40])=[CH:38][CH:37]=2)[CH2:32][CH2:31]1, predict the reaction product. The product is: [CH:1]1([NH:6][C:7]2[C:12](/[CH:13]=[CH:14]/[S:15]([C:18]3[CH:23]=[CH:22][C:21]([O:24][CH3:25])=[CH:20][CH:19]=3)(=[O:17])=[O:16])=[CH:11][N:10]=[C:9]([NH:40][C:39]3[CH:38]=[CH:37][C:36]([N:33]4[CH2:32][CH2:31][N:30]([CH3:29])[CH2:35][CH2:34]4)=[CH:42][CH:41]=3)[N:8]=2)[CH2:5][CH2:4][CH2:3][CH2:2]1. (6) Given the reactants Br[C:2]1[CH2:3][N:4](C(OCC)=O)[N:5]([C:7]2[C:12]([Cl:13])=[CH:11][CH:10]=[CH:9][N:8]=2)[CH:6]=1.[F:19][C:20]([F:38])([F:37])[C:21]1[CH:22]=[C:23]([N:31]2[CH2:35][CH2:34][NH:33][C:32]2=[O:36])[CH:24]=[C:25]([C:27]([F:30])([F:29])[F:28])[CH:26]=1.CN[CH2:41][CH2:42]NC.[C:45](=O)([O-:47])[O-:46].[K+].[K+], predict the reaction product. The product is: [F:38][C:20]([F:19])([F:37])[C:21]1[CH:22]=[C:23]([N:31]2[CH2:35][CH2:34][N:33]([C:3]3[CH:2]=[C:6]([C:45]([O:47][CH2:41][CH3:42])=[O:46])[N:5]([C:7]4[C:12]([Cl:13])=[CH:11][CH:10]=[CH:9][N:8]=4)[N:4]=3)[C:32]2=[O:36])[CH:24]=[C:25]([C:27]([F:29])([F:30])[F:28])[CH:26]=1. (7) Given the reactants [Br:1][C:2]1[CH:7]=[CH:6][C:5]([NH:8][S:9]([C:12]2[CH:17]=[CH:16][CH:15]=[CH:14][CH:13]=2)(=[O:11])=[O:10])=[CH:4][C:3]=1[N+:18]([O-])=O.Cl, predict the reaction product. The product is: [Br:1][C:2]1[CH:7]=[CH:6][C:5]([NH:8][S:9]([C:12]2[CH:17]=[CH:16][CH:15]=[CH:14][CH:13]=2)(=[O:10])=[O:11])=[CH:4][C:3]=1[NH2:18]. (8) The product is: [Br:1][C:2]1[CH:3]=[C:4]([NH:10][C:11]2[CH:16]=[CH:15][C:14]([N:17]3[CH2:22][CH2:21][N:20]([CH:26]4[CH2:27][O:24][CH2:25]4)[CH2:19][C@@H:18]3[CH3:23])=[CH:13][N:12]=2)[C:5](=[O:9])[N:6]([CH3:8])[CH:7]=1. Given the reactants [Br:1][C:2]1[CH:3]=[C:4]([NH:10][C:11]2[CH:16]=[CH:15][C:14]([N:17]3[CH2:22][CH2:21][NH:20][CH2:19][C@@H:18]3[CH3:23])=[CH:13][N:12]=2)[C:5](=[O:9])[N:6]([CH3:8])[CH:7]=1.[O:24]1[CH2:27][C:26](=O)[CH2:25]1.[BH3-]C#N.[Na+].O, predict the reaction product. (9) Given the reactants [NH2:1][CH2:2][CH2:3][C:4]1[CH:10]=[CH:9][C:7]([NH2:8])=[CH:6][CH:5]=1.[CH3:11][C:12]([O:15][C:16](O[C:16]([O:15][C:12]([CH3:14])([CH3:13])[CH3:11])=[O:17])=[O:17])([CH3:14])[CH3:13], predict the reaction product. The product is: [NH2:8][C:7]1[CH:9]=[CH:10][C:4]([CH2:3][CH2:2][NH:1][C:16](=[O:17])[O:15][C:12]([CH3:14])([CH3:13])[CH3:11])=[CH:5][CH:6]=1. (10) Given the reactants [CH2:1]([O:4][C:5]1[CH:10]=[CH:9][C:8]([CH:11]2[CH2:16][CH2:15][NH:14][CH2:13][CH:12]2[OH:17])=[CH:7][CH:6]=1)[CH:2]=[CH2:3].[CH:18]([O:20][CH2:21][C:22]1[CH:27]=[CH:26][CH:25]=[CH:24][CH:23]=1)=[O:19], predict the reaction product. The product is: [CH2:1]([O:4][C:5]1[CH:6]=[CH:7][C:8]([CH:11]2[CH2:16][CH2:15][N:14]([C:18]([O:20][CH2:21][C:22]3[CH:27]=[CH:26][CH:25]=[CH:24][CH:23]=3)=[O:19])[CH2:13][CH:12]2[OH:17])=[CH:9][CH:10]=1)[CH:2]=[CH2:3].